Dataset: Full USPTO retrosynthesis dataset with 1.9M reactions from patents (1976-2016). Task: Predict the reactants needed to synthesize the given product. (1) Given the product [N:22]1([CH2:21][CH2:20][N:8]2[CH:9]=[CH:10][N:11]=[C:7]2[NH2:6])[CH2:27][CH2:26][CH2:25][CH2:24][CH2:23]1, predict the reactants needed to synthesize it. The reactants are: S(O)(O)(=O)=O.[NH2:6][C:7]1[NH:8][CH:9]=[CH:10][N:11]=1.C(=O)([O-])[O-].[K+].[K+].Cl.Cl[CH2:20][CH2:21][N:22]1[CH2:27][CH2:26][CH2:25][CH2:24][CH2:23]1. (2) Given the product [ClH:36].[NH2:7][C@H:8]([C:14]([N:16]1[CH2:17][C:18]([F:20])([F:21])[CH2:19]1)=[O:15])[CH2:9][CH2:10][CH2:11][CH2:12][NH:13][C:34]([C:25]1[C:24]([CH3:23])=[N:33][C:32]2[C:27](=[CH:28][CH:29]=[CH:30][CH:31]=2)[N:26]=1)=[O:35], predict the reactants needed to synthesize it. The reactants are: C(OC(=O)[NH:7][C@H:8]([C:14]([N:16]1[CH2:19][C:18]([F:21])([F:20])[CH2:17]1)=[O:15])[CH2:9][CH2:10][CH2:11][CH2:12][NH2:13])(C)(C)C.[CH3:23][C:24]1[C:25]([C:34]([Cl:36])=[O:35])=[N:26][C:27]2[C:32]([N:33]=1)=[CH:31][CH:30]=[CH:29][CH:28]=2. (3) Given the product [C:15]([C:11]1[CH:12]=[C:13]([CH3:14])[C:8]([C:6]([OH:7])=[O:5])=[N:9][CH:10]=1)#[N:16], predict the reactants needed to synthesize it. The reactants are: C([O:5][C:6]([C:8]1[C:13]([CH3:14])=[CH:12][C:11]([C:15]#[N:16])=[CH:10][N:9]=1)=[O:7])(C)(C)C.COC1C=CC=C(OC)C=1.C(O)(C(F)(F)F)=O. (4) The reactants are: Br[CH2:2][CH2:3][CH2:4][CH2:5][CH2:6][CH2:7][CH2:8][CH2:9][CH2:10][CH2:11][CH2:12][OH:13].[CH3:14][NH2:15]. Given the product [CH3:14][NH:15][CH2:2][CH2:3][CH2:4][CH2:5][CH2:6][CH2:7][CH2:8][CH2:9][CH2:10][CH2:11][CH2:12][OH:13], predict the reactants needed to synthesize it.